Dataset: Full USPTO retrosynthesis dataset with 1.9M reactions from patents (1976-2016). Task: Predict the reactants needed to synthesize the given product. (1) Given the product [CH:1]1([C:7]2[C:8]3[CH:9]=[CH:10][C:11]([C:31]([NH:33][S:34]([N:37]([CH3:38])[CH2:39][CH:40]=[O:41])(=[O:35])=[O:36])=[O:32])=[CH:12][C:13]=3[N:14]3[C:21]=2[C:20]2[CH:22]=[CH:23][CH:24]=[CH:25][C:19]=2[O:18][CH2:17][C@@H:16]([O:26][CH2:27][CH2:28][NH:29][CH3:30])[CH2:15]3)[CH2:6][CH2:5][CH2:4][CH2:3][CH2:2]1, predict the reactants needed to synthesize it. The reactants are: [CH:1]1([C:7]2[C:8]3[CH:9]=[CH:10][C:11]([C:31]([NH:33][S:34]([N:37]([CH2:39][CH:40](OC)[O:41]C)[CH3:38])(=[O:36])=[O:35])=[O:32])=[CH:12][C:13]=3[N:14]3[C:21]=2[C:20]2[CH:22]=[CH:23][CH:24]=[CH:25][C:19]=2[O:18][CH2:17][C@@H:16]([O:26][CH2:27][CH2:28][NH:29][CH3:30])[CH2:15]3)[CH2:6][CH2:5][CH2:4][CH2:3][CH2:2]1.C(O)(C(F)(F)F)=O.O. (2) Given the product [CH3:5][N:6]1[C:10]([CH:11]([OH:12])[CH2:4][N+:1]([O-:3])=[O:2])=[CH:9][C:8]([CH3:13])=[N:7]1, predict the reactants needed to synthesize it. The reactants are: [N+:1]([CH3:4])([O-:3])=[O:2].[CH3:5][N:6]1[C:10]([CH:11]=[O:12])=[CH:9][C:8]([CH3:13])=[N:7]1.C(N(CC)CC)C. (3) Given the product [C:26]([O:25][CH:19]([C:8]1[C:7]([CH3:30])=[CH:6][C:5]2[C:10](=[CH:11][C:2]([C:32]#[C:31][C:33]3([OH:39])[CH2:38][CH2:37][CH2:36][CH2:35][CH2:34]3)=[CH:3][CH:4]=2)[C:9]=1[C:12]1[CH:17]=[CH:16][C:15]([Cl:18])=[CH:14][CH:13]=1)[C:20]([OH:22])=[O:21])([CH3:28])([CH3:27])[CH3:29], predict the reactants needed to synthesize it. The reactants are: Br[C:2]1[CH:11]=[C:10]2[C:5]([CH:6]=[C:7]([CH3:30])[C:8]([CH:19]([O:25][C:26]([CH3:29])([CH3:28])[CH3:27])[C:20]([O:22]CC)=[O:21])=[C:9]2[C:12]2[CH:17]=[CH:16][C:15]([Cl:18])=[CH:14][CH:13]=2)=[CH:4][CH:3]=1.[C:31]([C:33]1([OH:39])[CH2:38][CH2:37][CH2:36][CH2:35][CH2:34]1)#[CH:32]. (4) The reactants are: SCC(O)=O.O.[OH-].[Li+].[CH3:9][O:10][C:11](=[O:53])[CH2:12][C:13]1[C:17]2[CH:18]=[CH:19][C:20]([N:22]([CH2:35][C:36]3[CH:37]=[CH:38][CH:39]=[C:40]4[C:45]=3[N:44]([CH2:46][C:47]3[CH:52]=[CH:51][CH:50]=[CH:49][CH:48]=3)[CH2:43][CH2:42][CH2:41]4)S(C3C=CC=CC=3[N+]([O-])=O)(=O)=O)=[CH:21][C:16]=2[O:15][CH:14]=1.C(=O)(O)[O-].[Na+]. Given the product [CH3:9][O:10][C:11](=[O:53])[CH2:12][C:13]1[C:17]2[CH:18]=[CH:19][C:20]([NH:22][CH2:35][C:36]3[CH:37]=[CH:38][CH:39]=[C:40]4[C:45]=3[N:44]([CH2:46][C:47]3[CH:48]=[CH:49][CH:50]=[CH:51][CH:52]=3)[CH2:43][CH2:42][CH2:41]4)=[CH:21][C:16]=2[O:15][CH:14]=1, predict the reactants needed to synthesize it. (5) The reactants are: [Cl-].[CH2:2]([O:6][C:7](=[O:10])[CH2:8][NH3+:9])[CH2:3][CH2:4][CH3:5].C(N(CC)CC)C.[C:18](OCC)(=[O:24])[C:19]([O:21][CH2:22][CH3:23])=[O:20]. Given the product [CH2:22]([O:21][C:19](=[O:20])[C:18]([NH:9][CH2:8][C:7]([O:6][CH2:2][CH2:3][CH2:4][CH3:5])=[O:10])=[O:24])[CH3:23], predict the reactants needed to synthesize it. (6) Given the product [CH3:13][C:14]1[O:18][C:17]([C@H:19]2[CH2:20][CH2:21][C@H:22]([N:25]3[C:30](=[O:31])[C:29]([CH2:32][C:33]4[CH:38]=[CH:37][C:36]([C:39]5[CH:44]=[CH:43][CH:42]=[CH:41][C:40]=5[C:45]5[NH:3][C:4](=[O:7])[O:5][N:46]=5)=[CH:35][CH:34]=4)=[C:28]([CH2:47][CH2:48][CH3:49])[N:27]4[N:50]=[CH:51][N:52]=[C:26]34)[CH2:23][CH2:24]2)=[N:16][N:15]=1, predict the reactants needed to synthesize it. The reactants are: [Cl-].O[NH3+:3].[C:4](=[O:7])([O-])[OH:5].[Na+].CS(C)=O.[CH3:13][C:14]1[O:18][C:17]([C@H:19]2[CH2:24][CH2:23][C@H:22]([N:25]3[C:30](=[O:31])[C:29]([CH2:32][C:33]4[CH:38]=[CH:37][C:36]([C:39]5[C:40]([C:45]#[N:46])=[CH:41][CH:42]=[CH:43][CH:44]=5)=[CH:35][CH:34]=4)=[C:28]([CH2:47][CH2:48][CH3:49])[N:27]4[N:50]=[CH:51][N:52]=[C:26]34)[CH2:21][CH2:20]2)=[N:16][N:15]=1. (7) Given the product [CH2:1]([O:3][C:4](=[O:10])[C:5]([Cl:9])=[N:29][NH:23][C:21]1[CH:22]=[C:17]([Br:16])[CH:18]=[CH:19][C:20]=1[O:24][CH2:25][CH2:26][C:27]#[CH:28])[CH3:2], predict the reactants needed to synthesize it. The reactants are: [CH2:1]([O:3][C:4](=[O:10])[CH:5]([Cl:9])C(=O)C)[CH3:2].C([O-])(=O)C.[Na+].[Br:16][C:17]1[CH:18]=[CH:19][C:20]([O:24][CH2:25][CH2:26][C:27]#[CH:28])=[C:21]([NH2:23])[CH:22]=1.[N:29]([O-])=O.[Na+]. (8) Given the product [F:1][C:2]([F:31])([F:32])[C:3]1[CH:4]=[C:5]([CH:24]=[C:25]([C:27]([F:29])([F:28])[F:30])[CH:26]=1)[CH2:6][O:7][CH2:8][C:9]([C:12]1[CH:17]=[CH:16][CH:15]=[CH:14][C:13]=1[CH2:18][OH:19])=[CH:10][CH3:11], predict the reactants needed to synthesize it. The reactants are: [F:1][C:2]([F:32])([F:31])[C:3]1[CH:4]=[C:5]([CH:24]=[C:25]([C:27]([F:30])([F:29])[F:28])[CH:26]=1)[CH2:6][O:7][CH2:8][C:9]([C:12]1[CH:17]=[CH:16][CH:15]=[CH:14][C:13]=1[CH:18]1OCCC[O:19]1)=[CH:10][CH3:11].Cl.[BH4-].[Na+]. (9) Given the product [OH:1][C@H:2]([CH3:37])[C@H:3]([NH:6][C:7]([C:9]1[C:17]2[C:12](=[N:13][CH:14]=[C:15]([C:18]3[C:26]4[C:21](=[CH:22][C:23]([F:27])=[CH:24][CH:25]=4)[N:20]([CH3:28])[N:19]=3)[N:16]=2)[NH:11][CH:10]=1)=[O:8])[CH2:4][OH:5], predict the reactants needed to synthesize it. The reactants are: [OH:1][C@H:2]([CH3:37])[C@H:3]([NH:6][C:7]([C:9]1[C:17]2[C:12](=[N:13][CH:14]=[C:15]([C:18]3[C:26]4[C:21](=[CH:22][C:23]([F:27])=[CH:24][CH:25]=4)[N:20]([CH3:28])[N:19]=3)[N:16]=2)[N:11](COCC[Si](C)(C)C)[CH:10]=1)=[O:8])[CH2:4][OH:5].C(O)(C(F)(F)F)=O.C(N)CN.